From a dataset of Full USPTO retrosynthesis dataset with 1.9M reactions from patents (1976-2016). Predict the reactants needed to synthesize the given product. (1) Given the product [CH3:17][O:16][C:14]1[C:13]([N+:18]([O-:20])=[O:19])=[C:12]([O:21][CH3:22])[N:11]=[C:10]([NH:2][CH2:3][CH2:4][S:5]([NH2:8])(=[O:7])=[O:6])[N:15]=1, predict the reactants needed to synthesize it. The reactants are: Cl.[NH2:2][CH2:3][CH2:4][S:5]([NH2:8])(=[O:7])=[O:6].Cl[C:10]1[N:15]=[C:14]([O:16][CH3:17])[C:13]([N+:18]([O-:20])=[O:19])=[C:12]([O:21][CH3:22])[N:11]=1. (2) Given the product [Cl:19][C:8]1[CH:7]=[C:6]([NH:5][C:4]2[N:3]=[C:1]([NH2:2])[NH:23][N:22]=2)[CH:11]=[CH:10][C:9]=1[C:12]1[CH:17]=[CH:16][CH:15]=[CH:14][C:13]=1[Cl:18], predict the reactants needed to synthesize it. The reactants are: [C:1](/[N:3]=[C:4](\SC)/[NH:5][C:6]1[CH:11]=[CH:10][C:9]([C:12]2[CH:17]=[CH:16][CH:15]=[CH:14][C:13]=2[Cl:18])=[C:8]([Cl:19])[CH:7]=1)#[N:2].[NH2:22][NH2:23].